From a dataset of Reaction yield outcomes from USPTO patents with 853,638 reactions. Predict the reaction yield, written as a fraction of the theoretical maximum amount of product (1.0 means a 100% yield; for example, 0.34 means a 34% yield). The reactants are [CH3:1][O:2][C:3](=[O:17])[CH2:4][CH2:5][CH2:6][CH2:7][CH2:8][O:9][C:10]1[CH:15]=[CH:14][C:13]([NH2:16])=[CH:12][CH:11]=1.C(N(CC)CC)C.Cl[C:26](Cl)([O:28]C(=O)OC(Cl)(Cl)Cl)Cl. The catalyst is C1(C)C=CC=CC=1. The product is [CH3:1][O:2][C:3](=[O:17])[CH2:4][CH2:5][CH2:6][CH2:7][CH2:8][O:9][C:10]1[CH:15]=[CH:14][C:13]([N:16]=[C:26]=[O:28])=[CH:12][CH:11]=1. The yield is 0.347.